Dataset: NCI-60 drug combinations with 297,098 pairs across 59 cell lines. Task: Regression. Given two drug SMILES strings and cell line genomic features, predict the synergy score measuring deviation from expected non-interaction effect. (1) Cell line: SK-MEL-28. Synergy scores: CSS=-5.07, Synergy_ZIP=2.07, Synergy_Bliss=2.42, Synergy_Loewe=-3.18, Synergy_HSA=-2.28. Drug 2: CS(=O)(=O)CCNCC1=CC=C(O1)C2=CC3=C(C=C2)N=CN=C3NC4=CC(=C(C=C4)OCC5=CC(=CC=C5)F)Cl. Drug 1: CN1CCC(CC1)COC2=C(C=C3C(=C2)N=CN=C3NC4=C(C=C(C=C4)Br)F)OC. (2) Drug 1: CC(C1=C(C=CC(=C1Cl)F)Cl)OC2=C(N=CC(=C2)C3=CN(N=C3)C4CCNCC4)N. Drug 2: CN(C)C1=NC(=NC(=N1)N(C)C)N(C)C. Cell line: OVCAR-8. Synergy scores: CSS=-4.16, Synergy_ZIP=1.46, Synergy_Bliss=1.24, Synergy_Loewe=-7.72, Synergy_HSA=-4.12. (3) Drug 1: CC1=C2C(C(=O)C3(C(CC4C(C3C(C(C2(C)C)(CC1OC(=O)C(C(C5=CC=CC=C5)NC(=O)C6=CC=CC=C6)O)O)OC(=O)C7=CC=CC=C7)(CO4)OC(=O)C)O)C)OC(=O)C. Drug 2: CC(C)NC(=O)C1=CC=C(C=C1)CNNC.Cl. Cell line: MDA-MB-231. Synergy scores: CSS=24.8, Synergy_ZIP=-7.74, Synergy_Bliss=-0.320, Synergy_Loewe=-1.16, Synergy_HSA=-1.17. (4) Synergy scores: CSS=3.75, Synergy_ZIP=-1.07, Synergy_Bliss=0.216, Synergy_Loewe=-0.955, Synergy_HSA=0.516. Drug 2: CC1=C(C(CCC1)(C)C)C=CC(=CC=CC(=CC(=O)O)C)C. Drug 1: CC1=CC=C(C=C1)C2=CC(=NN2C3=CC=C(C=C3)S(=O)(=O)N)C(F)(F)F. Cell line: UACC-257. (5) Drug 2: CS(=O)(=O)OCCCCOS(=O)(=O)C. Synergy scores: CSS=24.5, Synergy_ZIP=-6.21, Synergy_Bliss=-1.26, Synergy_Loewe=-20.9, Synergy_HSA=0.824. Drug 1: C1=CC=C(C=C1)NC(=O)CCCCCCC(=O)NO. Cell line: KM12. (6) Drug 1: CCN(CC)CCCC(C)NC1=C2C=C(C=CC2=NC3=C1C=CC(=C3)Cl)OC. Drug 2: N.N.Cl[Pt+2]Cl. Cell line: MCF7. Synergy scores: CSS=25.4, Synergy_ZIP=-8.47, Synergy_Bliss=-2.66, Synergy_Loewe=-3.24, Synergy_HSA=-0.400. (7) Drug 1: CCN(CC)CCNC(=O)C1=C(NC(=C1C)C=C2C3=C(C=CC(=C3)F)NC2=O)C. Drug 2: CC12CCC3C(C1CCC2OP(=O)(O)O)CCC4=C3C=CC(=C4)OC(=O)N(CCCl)CCCl.[Na+]. Cell line: RPMI-8226. Synergy scores: CSS=6.04, Synergy_ZIP=5.26, Synergy_Bliss=-6.04, Synergy_Loewe=2.21, Synergy_HSA=-6.68.